From a dataset of Reaction yield outcomes from USPTO patents with 853,638 reactions. Predict the reaction yield, written as a fraction of the theoretical maximum amount of product (1.0 means a 100% yield; for example, 0.34 means a 34% yield). (1) The reactants are [CH3:1][O:2][C:3]1[CH:4]=[C:5]([CH:8]=[CH:9][C:10]=1[O:11][CH3:12])[CH:6]=[O:7].[Br:13]Br.O. The catalyst is CO. The product is [Br:13][C:8]1[C:5]([CH:6]=[O:7])=[CH:4][C:3]([O:2][CH3:1])=[C:10]([O:11][CH3:12])[CH:9]=1. The yield is 0.980. (2) The reactants are [CH2:1]([O:8][C:9]([N:11]1[CH2:16][CH2:15][CH:14]([CH:17]=[O:18])[CH2:13][CH2:12]1)=[O:10])[C:2]1[CH:7]=[CH:6][CH:5]=[CH:4][CH:3]=1.[CH3:19][Mg]Br. The product is [OH:18][CH:17]([CH:14]1[CH2:15][CH2:16][N:11]([C:9]([O:8][CH2:1][C:2]2[CH:7]=[CH:6][CH:5]=[CH:4][CH:3]=2)=[O:10])[CH2:12][CH2:13]1)[CH3:19]. The catalyst is CCOCC. The yield is 0.620.